Dataset: Forward reaction prediction with 1.9M reactions from USPTO patents (1976-2016). Task: Predict the product of the given reaction. (1) Given the reactants [NH2:1][C@@H:2]([C:5]([OH:7])=[O:6])[CH2:3][OH:4].[C:8]([O:13][CH2:14][CH2:15][O:16][C:17](ON1C(=O)CCC1=O)=[O:18])(=[O:12])[CH2:9][CH2:10][CH3:11], predict the reaction product. The product is: [C:8]([O:13][CH2:14][CH2:15][O:16][C:17]([NH:1][C@H:2]([CH2:3][OH:4])[C:5]([OH:7])=[O:6])=[O:18])(=[O:12])[CH2:9][CH2:10][CH3:11]. (2) Given the reactants [NH2:1][CH2:2][C:3]1[CH:8]=[CH:7][C:6]([C:9]2[N:14]=[C:13]([NH2:15])[N:12]=[C:11]([NH:16][CH3:17])[CH:10]=2)=[CH:5][CH:4]=1.C(N(CC)CC)C.[C:25](Cl)(=[O:28])[CH:26]=[CH2:27], predict the reaction product. The product is: [NH2:15][C:13]1[N:14]=[C:9]([C:6]2[CH:5]=[CH:4][C:3]([CH2:2][NH:1][C:25](=[O:28])[CH:26]=[CH2:27])=[CH:8][CH:7]=2)[CH:10]=[C:11]([NH:16][CH3:17])[N:12]=1. (3) Given the reactants [F:1][C:2]1[CH:7]=[C:6]([CH3:8])[CH:5]=[CH:4][C:3]=1[C:9]1[C:13]([CH2:14][OH:15])=[C:12]([C:16]([F:19])([F:18])[F:17])[S:11][N:10]=1.O[C:21]1[CH:26]=[CH:25][C:24]([CH2:27][CH2:28][C:29]([O:31]CC)=[O:30])=[C:23]([C:34]([F:37])([F:36])[F:35])[CH:22]=1, predict the reaction product. The product is: [F:1][C:2]1[CH:7]=[C:6]([CH3:8])[CH:5]=[CH:4][C:3]=1[C:9]1[C:13]([CH2:14][O:15][C:21]2[CH:26]=[CH:25][C:24]([CH2:27][CH2:28][C:29]([OH:31])=[O:30])=[C:23]([C:34]([F:35])([F:37])[F:36])[CH:22]=2)=[C:12]([C:16]([F:19])([F:17])[F:18])[S:11][N:10]=1. (4) Given the reactants Cl[C:2]1[N:7]=[C:6]([NH:8][C:9]2[N:14]=[CH:13][C:12]3[N:15]=[C:16]([CH3:21])[N:17]([CH:18]([CH3:20])[CH3:19])[C:11]=3[CH:10]=2)[CH:5]=[CH:4][N:3]=1.[CH3:22][C:23]1[C:27](B(O)O)=[C:26]([CH3:31])[NH:25][N:24]=1.ClCCl.C(=O)([O-])[O-].[Na+].[Na+], predict the reaction product. The product is: [CH3:22][C:23]1[C:27]([C:2]2[N:7]=[C:6]([NH:8][C:9]3[N:14]=[CH:13][C:12]4[N:15]=[C:16]([CH3:21])[N:17]([CH:18]([CH3:20])[CH3:19])[C:11]=4[CH:10]=3)[CH:5]=[CH:4][N:3]=2)=[C:26]([CH3:31])[NH:25][N:24]=1.